From a dataset of Catalyst prediction with 721,799 reactions and 888 catalyst types from USPTO. Predict which catalyst facilitates the given reaction. (1) Reactant: [CH3:1][C:2]1[CH:6]=[CH:5][S:4][C:3]=1[CH:7]1[O:11][CH2:10][CH2:9][O:8]1.C([Li])CCC.[CH2:17]([Sn:21](Cl)([CH2:26][CH2:27][CH2:28][CH3:29])[CH2:22][CH2:23][CH2:24][CH3:25])[CH2:18][CH2:19][CH3:20]. Product: [CH2:26]([Sn:21]([CH2:17][CH2:18][CH2:19][CH3:20])([CH2:22][CH2:23][CH2:24][CH3:25])[C:5]1[S:4][C:3]([CH:7]2[O:11][CH2:10][CH2:9][O:8]2)=[C:2]([CH3:1])[CH:6]=1)[CH2:27][CH2:28][CH3:29]. The catalyst class is: 305. (2) Reactant: [CH3:1][O-:2].[Na+].Cl[C:5]1[N:10]=[C:9]([Cl:11])[C:8]([N+:12]([O-:14])=[O:13])=[C:7]([CH3:15])[N:6]=1. Product: [Cl:11][C:9]1[C:8]([N+:12]([O-:14])=[O:13])=[C:7]([CH3:15])[N:6]=[C:5]([O:2][CH3:1])[N:10]=1. The catalyst class is: 24. (3) Reactant: [CH2:1]([O:3][C:4]([C:6]1[CH:10]=[C:9]([CH:11]=O)[NH:8][C:7]=1[CH3:13])=[O:5])[CH3:2].[NH2:14][NH2:15]. Product: [CH2:1]([O:3][C:4]([C:6]1[CH:10]=[C:9]([CH:11]=[N:14][NH2:15])[NH:8][C:7]=1[CH3:13])=[O:5])[CH3:2]. The catalyst class is: 14.